From a dataset of Reaction yield outcomes from USPTO patents with 853,638 reactions. Predict the reaction yield, written as a fraction of the theoretical maximum amount of product (1.0 means a 100% yield; for example, 0.34 means a 34% yield). (1) The reactants are [N+:1]([C:4]1[C:13]2[C:8](=[CH:9][CH:10]=[CH:11][CH:12]=2)[C:7]([N:14]2[CH2:19][CH2:18][N:17]3[CH2:20][CH2:21][CH2:22][CH:16]3[CH2:15]2)=[CH:6][CH:5]=1)([O-])=O.O.NN.N1C=CC=CC=1.[C:32]1([CH3:42])[CH:37]=[CH:36][C:35]([S:38]([Cl:41])(=[O:40])=[O:39])=[CH:34][CH:33]=1. The catalyst is C1COCC1.[Ni].CCO. The product is [ClH:41].[CH2:15]1[N:14]([C:7]2[C:8]3[C:13](=[CH:12][CH:11]=[CH:10][CH:9]=3)[C:4]([NH:1][S:38]([C:35]3[CH:36]=[CH:37][C:32]([CH3:42])=[CH:33][CH:34]=3)(=[O:40])=[O:39])=[CH:5][CH:6]=2)[CH2:19][CH2:18][N:17]2[CH2:20][CH2:21][CH2:22][CH:16]12. The yield is 0.950. (2) The reactants are [Cl:1][C:2]1[CH:7]=[CH:6][C:5]([NH2:8])=[CH:4][C:3]=1[OH:9].[C:10](O[C:10]([O:12][C:13]([CH3:16])([CH3:15])[CH3:14])=[O:11])([O:12][C:13]([CH3:16])([CH3:15])[CH3:14])=[O:11]. The catalyst is C1COCC1. The product is [C:13]([O:12][C:10](=[O:11])[NH:8][C:5]1[CH:6]=[CH:7][C:2]([Cl:1])=[C:3]([OH:9])[CH:4]=1)([CH3:16])([CH3:15])[CH3:14]. The yield is 0.970. (3) The reactants are [Cl:1][C:2]1[CH:9]=[CH:8][C:5]([CH2:6][OH:7])=[CH:4][CH:3]=1.[H-].[Na+].Br[CH2:13][C:14]([C:16]12[CH2:25][CH:20]3[CH2:21][CH:22]([CH2:24][CH:18]([CH2:19]3)[CH2:17]1)[CH2:23]2)=[O:15]. The catalyst is C1COCC1. The product is [C:16]12([C:14](=[O:15])[CH2:13][O:7][CH2:6][C:5]3[CH:8]=[CH:9][C:2]([Cl:1])=[CH:3][CH:4]=3)[CH2:23][CH:22]3[CH2:21][CH:20]([CH2:19][CH:18]([CH2:24]3)[CH2:17]1)[CH2:25]2. The yield is 0.210. (4) The reactants are [C:1]([C:5]1[CH:10]=[CH:9][C:8]([N+:11]([O-])=O)=[CH:7][C:6]=1[OH:14])([CH3:4])([CH3:3])[CH3:2].C([O-])=O.[NH4+]. The catalyst is CCO.[Pd]. The product is [C:1]([C:5]1[CH:10]=[CH:9][C:8]([NH2:11])=[CH:7][C:6]=1[OH:14])([CH3:4])([CH3:2])[CH3:3]. The yield is 0.870. (5) The reactants are C[O:2][C:3](=[O:28])[C:4]1[CH:9]=[CH:8][C:7]([NH:10][C:11](=[O:27])[C@@H:12]([N:19]2[CH2:23][C:22]([O:24][CH3:25])=[CH:21][C:20]2=[O:26])[CH2:13][CH:14]2[CH2:18][CH2:17][CH2:16][CH2:15]2)=[N:6][CH:5]=1.O.[OH-].[Li+].Cl. The product is [CH:14]1([CH2:13][C@H:12]([N:19]2[CH2:23][C:22]([O:24][CH3:25])=[CH:21][C:20]2=[O:26])[C:11]([NH:10][C:7]2[CH:8]=[CH:9][C:4]([C:3]([OH:28])=[O:2])=[CH:5][N:6]=2)=[O:27])[CH2:18][CH2:17][CH2:16][CH2:15]1. The yield is 0.390. The catalyst is O1CCCC1.O.ClCCl. (6) The reactants are [NH2:1][C:2]1[C:3]([O:13][CH:14]([CH3:16])[CH3:15])=[CH:4][C:5]([Cl:12])=[C:6]([CH:11]=1)[C:7]([O:9][CH3:10])=[O:8].[N:17]([O-])=O.[Na+].[Sn](Cl)Cl. The catalyst is Cl.O. The product is [Cl:12][C:5]1[CH:4]=[C:3]([O:13][CH:14]([CH3:16])[CH3:15])[C:2]([NH:1][NH2:17])=[CH:11][C:6]=1[C:7]([O:9][CH3:10])=[O:8]. The yield is 0.810. (7) The reactants are [Br:1][C:2]1[CH:3]=[C:4]([C:11]([NH:13][CH2:14][C:15]2[C:16](=[O:23])[NH:17][C:18]([CH3:22])=[CH:19][C:20]=2[CH3:21])=[O:12])[C:5]2[CH:10]=[N:9][NH:8][C:6]=2[N:7]=1.C([O-])([O-])=O.[K+].[K+].Br[CH:31]1[CH2:36][CH2:35][N:34]([C:37]([O:39][C:40]([CH3:43])([CH3:42])[CH3:41])=[O:38])[CH2:33][CH2:32]1.O. The catalyst is CN(C=O)C.C(Cl)Cl. The product is [Br:1][C:2]1[N:7]=[C:6]2[N:8]([CH:31]3[CH2:36][CH2:35][N:34]([C:37]([O:39][C:40]([CH3:43])([CH3:42])[CH3:41])=[O:38])[CH2:33][CH2:32]3)[N:9]=[CH:10][C:5]2=[C:4]([C:11](=[O:12])[NH:13][CH2:14][C:15]2[C:16](=[O:23])[NH:17][C:18]([CH3:22])=[CH:19][C:20]=2[CH3:21])[CH:3]=1. The yield is 0.672. (8) The catalyst is O1CCOCC1. The reactants are [CH3:1][N:2]1[CH:6]=[C:5]([C:7]2[CH:12]=[CH:11][CH:10]=[CH:9][CH:8]=2)[N:4]=[C:3]1[CH2:13][CH2:14][NH:15]C(=O)OC(C)(C)C.[ClH:23]. The yield is 0.985. The product is [ClH:23].[ClH:23].[CH3:1][N:2]1[CH:6]=[C:5]([C:7]2[CH:12]=[CH:11][CH:10]=[CH:9][CH:8]=2)[N:4]=[C:3]1[CH2:13][CH2:14][NH2:15].